From a dataset of Full USPTO retrosynthesis dataset with 1.9M reactions from patents (1976-2016). Predict the reactants needed to synthesize the given product. Given the product [C:21]([O:25][C:26](=[O:41])[CH2:27][CH2:28][N:29]([CH2:30][C:31]([O:33][CH2:34][C:35]1[CH:36]=[CH:37][CH:38]=[CH:39][CH:40]=1)=[O:32])[C:11]([O:10][C:7]([CH3:9])([CH3:8])[CH3:6])=[O:12])([CH3:24])([CH3:22])[CH3:23], predict the reactants needed to synthesize it. The reactants are: C(=O)([O-])O.[Na+].[CH3:6][C:7]([O:10][C:11](O[C:11]([O:10][C:7]([CH3:9])([CH3:8])[CH3:6])=[O:12])=[O:12])([CH3:9])[CH3:8].[C:21]([O:25][C:26](=[O:41])[CH2:27][CH2:28][NH:29][CH2:30][C:31]([O:33][CH2:34][C:35]1[CH:40]=[CH:39][CH:38]=[CH:37][CH:36]=1)=[O:32])([CH3:24])([CH3:23])[CH3:22].